This data is from Full USPTO retrosynthesis dataset with 1.9M reactions from patents (1976-2016). The task is: Predict the reactants needed to synthesize the given product. (1) The reactants are: [C:1]([C:3]1([C:9]2[CH:28]=[CH:27][C:12]([O:13][CH:14]3[CH2:19][CH2:18][N:17](C(OC(C)(C)C)=O)[CH2:16][CH2:15]3)=[CH:11][CH:10]=2)[CH2:8][CH2:7][O:6][CH2:5][CH2:4]1)#[N:2].C(O)(C(F)(F)F)=O. Given the product [NH:17]1[CH2:16][CH2:15][CH:14]([O:13][C:12]2[CH:11]=[CH:10][C:9]([C:3]3([C:1]#[N:2])[CH2:4][CH2:5][O:6][CH2:7][CH2:8]3)=[CH:28][CH:27]=2)[CH2:19][CH2:18]1, predict the reactants needed to synthesize it. (2) Given the product [F:2][C:3]1[CH:8]=[CH:7][C:6]([NH:9][C:10]2[CH:15]=[CH:14][N:13]=[C:12]([NH:16][C:17]3[CH:18]=[CH:19][C:20]([S:23]([N:26]([CH3:33])[CH:27]4[CH2:32][CH2:31][N:30]([CH2:40][C:38]5[NH:39][C:35]([CH3:34])=[N:36][CH:37]=5)[CH2:29][CH2:28]4)(=[O:24])=[O:25])=[CH:21][CH:22]=3)[N:11]=2)=[CH:5][CH:4]=1, predict the reactants needed to synthesize it. The reactants are: Cl.[F:2][C:3]1[CH:8]=[CH:7][C:6]([NH:9][C:10]2[CH:15]=[CH:14][N:13]=[C:12]([NH:16][C:17]3[CH:22]=[CH:21][C:20]([S:23]([N:26]([CH3:33])[CH:27]4[CH2:32][CH2:31][NH:30][CH2:29][CH2:28]4)(=[O:25])=[O:24])=[CH:19][CH:18]=3)[N:11]=2)=[CH:5][CH:4]=1.[CH3:34][C:35]1[NH:39][C:38]([CH:40]=O)=[CH:37][N:36]=1. (3) Given the product [CH:1]1([CH2:4][O:5][C:6]2[CH:11]=[CH:10][C:9]([O:12][CH3:13])=[CH:8][C:7]=2[C:14]2[C:15]3[N:22]([CH2:23][O:24][CH2:25][CH2:26][Si:27]([CH3:29])([CH3:30])[CH3:28])[C:21]([CH3:31])=[C:20]([C:32]([NH:35][C@@H:36]4[CH2:40][CH2:39][N:38]([C:41]([O:43][C:44]([CH3:47])([CH3:46])[CH3:45])=[O:42])[CH2:37]4)=[O:33])[C:16]=3[N:17]=[CH:18][N:19]=2)[CH2:2][CH2:3]1, predict the reactants needed to synthesize it. The reactants are: [CH:1]1([CH2:4][O:5][C:6]2[CH:11]=[CH:10][C:9]([O:12][CH3:13])=[CH:8][C:7]=2[C:14]2[C:15]3[N:22]([CH2:23][O:24][CH2:25][CH2:26][Si:27]([CH3:30])([CH3:29])[CH3:28])[C:21]([CH3:31])=[C:20]([C:32](O)=[O:33])[C:16]=3[N:17]=[CH:18][N:19]=2)[CH2:3][CH2:2]1.[NH2:35][C@@H:36]1[CH2:40][CH2:39][N:38]([C:41]([O:43][C:44]([CH3:47])([CH3:46])[CH3:45])=[O:42])[CH2:37]1. (4) Given the product [F:16][C:17]1[CH:24]=[CH:23][C:20]([CH2:21][O:1][C:2]2[CH:3]=[C:4]([C:11]([OH:13])=[O:12])[C:5](=[CH:9][CH:10]=2)[C:6]([OH:8])=[O:7])=[CH:19][CH:18]=1, predict the reactants needed to synthesize it. The reactants are: [OH:1][C:2]1[CH:3]=[C:4]([C:11]([OH:13])=[O:12])[C:5](=[CH:9][CH:10]=1)[C:6]([OH:8])=[O:7].[OH-].[K+].[F:16][C:17]1[CH:24]=[CH:23][C:20]([CH2:21]Br)=[CH:19][CH:18]=1. (5) Given the product [O:26]=[C:14]1[N:15]([C:16]2[CH:21]=[CH:20][CH:19]=[C:18]([C:22]([F:25])([F:24])[F:23])[CH:17]=2)[C:5]2[C:4]3[C:9](=[CH:10][CH:11]=[C:2]([C:35]4[C:43]5[C:38](=[N:39][CH:40]=[CH:41][CH:42]=5)[N:37]([C:44]([O:46][C:47]([CH3:50])([CH3:49])[CH3:48])=[O:45])[CH:36]=4)[N:3]=3)[N:8]=[CH:7][C:6]=2[CH:12]=[CH:13]1, predict the reactants needed to synthesize it. The reactants are: Cl[C:2]1[N:3]=[C:4]2[C:9](=[CH:10][CH:11]=1)[N:8]=[CH:7][C:6]1[CH:12]=[CH:13][C:14](=[O:26])[N:15]([C:16]3[CH:21]=[CH:20][CH:19]=[C:18]([C:22]([F:25])([F:24])[F:23])[CH:17]=3)[C:5]2=1.CC1(C)C(C)(C)OB([C:35]2[C:43]3[C:38](=[N:39][CH:40]=[CH:41][CH:42]=3)[N:37]([C:44]([O:46][C:47]([CH3:50])([CH3:49])[CH3:48])=[O:45])[CH:36]=2)O1.C(=O)([O-])[O-].[Na+].[Na+]. (6) Given the product [ClH:37].[ClH:37].[CH3:25][CH:14]1[NH:15][CH2:16][CH2:17][N:12]([CH2:11][C:4]2[C:5]3[O:9][CH:8]=[CH:7][C:6]=3[CH:10]=[C:2]([NH:1][S:34]([C:29]3[CH:30]=[CH:31][CH:32]=[CH:33][C:28]=3[C:27]([F:26])([F:38])[F:39])(=[O:36])=[O:35])[CH:3]=2)[CH2:13]1, predict the reactants needed to synthesize it. The reactants are: [NH2:1][C:2]1[CH:3]=[C:4]([CH2:11][N:12]2[CH2:17][CH2:16][N:15](C(OC(C)(C)C)=O)[CH:14]([CH3:25])[CH2:13]2)[C:5]2[O:9][CH:8]=[CH:7][C:6]=2[CH:10]=1.[F:26][C:27]([F:39])([F:38])[C:28]1[CH:33]=[CH:32][CH:31]=[CH:30][C:29]=1[S:34]([Cl:37])(=[O:36])=[O:35]. (7) Given the product [CH3:1][O:2][C:3]1[CH:4]=[C:5]([CH:23]=[CH:24][C:25]=1[O:26][CH2:27][C:28]1[N:29]=[C:30]([C:34]2[CH:39]=[CH:38][CH:37]=[CH:36][CH:35]=2)[O:31][C:32]=1[CH3:33])[CH2:6][O:7][C:8]1[CH:12]=[C:11]([C:13]([OH:15])=[O:14])[N:10]([C:17]2[CH:18]=[CH:19][CH:20]=[CH:21][CH:22]=2)[N:9]=1, predict the reactants needed to synthesize it. The reactants are: [CH3:1][O:2][C:3]1[CH:4]=[C:5]([CH:23]=[CH:24][C:25]=1[O:26][CH2:27][C:28]1[N:29]=[C:30]([C:34]2[CH:39]=[CH:38][CH:37]=[CH:36][CH:35]=2)[O:31][C:32]=1[CH3:33])[CH2:6][O:7][C:8]1[CH:12]=[C:11]([C:13]([O:15]C)=[O:14])[N:10]([C:17]2[CH:22]=[CH:21][CH:20]=[CH:19][CH:18]=2)[N:9]=1.[OH-].[Na+].O1CCCC1.Cl. (8) Given the product [F:21][C:20]([F:23])([F:22])[C:18]([OH:24])=[O:19].[NH2:8][C@@H:9]1[CH2:14][CH2:13][CH2:12][C@@H:11]([C:15]([OH:17])=[O:16])[CH2:10]1, predict the reactants needed to synthesize it. The reactants are: C(OC([NH:8][C@@H:9]1[CH2:14][CH2:13][CH2:12][C@@H:11]([C:15]([OH:17])=[O:16])[CH2:10]1)=O)(C)(C)C.[C:18]([OH:24])([C:20]([F:23])([F:22])[F:21])=[O:19].